This data is from Reaction yield outcomes from USPTO patents with 853,638 reactions. The task is: Predict the reaction yield, written as a fraction of the theoretical maximum amount of product (1.0 means a 100% yield; for example, 0.34 means a 34% yield). (1) The reactants are [H-].[Na+].CN(C)[C:5](=O)[CH3:6].[CH2:9]([O:16][C:17]1[C:27]2[NH:26][C:25](=[O:28])[C:24]([CH3:30])([CH3:29])[C:23](=[O:31])[N:22]([CH3:32])[C:21]=2[CH:20]=[CH:19][CH:18]=1)[C:10]1[CH:15]=[CH:14][CH:13]=[CH:12][CH:11]=1.C(I)C. The catalyst is C(OCC)(=O)C.O. The product is [CH2:9]([O:16][C:17]1[C:27]2[N:26]([CH2:5][CH3:6])[C:25](=[O:28])[C:24]([CH3:29])([CH3:30])[C:23](=[O:31])[N:22]([CH3:32])[C:21]=2[CH:20]=[CH:19][CH:18]=1)[C:10]1[CH:15]=[CH:14][CH:13]=[CH:12][CH:11]=1. The yield is 1.00. (2) The reactants are Cl.[NH2:2][CH2:3][C:4]1[CH:5]=[C:6]2[C:10](=[CH:11][CH:12]=1)[C:9](=[O:13])[N:8]([CH:14]1[CH2:19][CH2:18][C:17](=[O:20])[NH:16][C:15]1=[O:21])[CH2:7]2.[F:22][C:23]([F:34])([F:33])[C:24]1[CH:32]=[CH:31][C:27]([C:28](Cl)=[O:29])=[CH:26][N:25]=1.C(N(CC)CC)C.Cl.C([O-])(O)=O.[Na+]. The catalyst is CN(C)C=O. The product is [O:21]=[C:15]1[CH:14]([N:8]2[CH2:7][C:6]3[C:10](=[CH:11][CH:12]=[C:4]([CH2:3][NH:2][C:28](=[O:29])[C:27]4[CH:31]=[CH:32][C:24]([C:23]([F:34])([F:22])[F:33])=[N:25][CH:26]=4)[CH:5]=3)[C:9]2=[O:13])[CH2:19][CH2:18][C:17](=[O:20])[NH:16]1. The yield is 0.510. (3) The reactants are C(OC([NH:8][NH:9][C:10]([C@H:12]1[CH2:17][CH2:16][CH2:15][N:14]([C:18](=[O:26])[C:19]2[CH:24]=[CH:23][C:22]([F:25])=[CH:21][CH:20]=2)[CH2:13]1)=[O:11])=O)(C)(C)C.Cl. The catalyst is ClCCl. The product is [F:25][C:22]1[CH:23]=[CH:24][C:19]([C:18]([N:14]2[CH2:15][CH2:16][CH2:17][C@H:12]([C:10]([NH:9][NH2:8])=[O:11])[CH2:13]2)=[O:26])=[CH:20][CH:21]=1. The yield is 0.910. (4) The reactants are [C:1]1(=[O:7])[O:6][C:4](=[O:5])[CH2:3][CH2:2]1.[CH2:8]([NH2:26])[CH2:9][CH2:10][CH2:11][CH2:12][CH2:13][CH2:14][CH2:15][CH2:16][CH2:17][CH2:18][CH2:19][CH2:20][CH2:21][CH2:22][CH2:23][CH2:24][CH3:25].CCN(CC)CC. The catalyst is C(Cl)Cl. The product is [CH2:8]([NH:26][C:1](=[O:7])[CH2:2][CH2:3][C:4]([OH:6])=[O:5])[CH2:9][CH2:10][CH2:11][CH2:12][CH2:13][CH2:14][CH2:15][CH2:16][CH2:17][CH2:18][CH2:19][CH2:20][CH2:21][CH2:22][CH2:23][CH2:24][CH3:25]. The yield is 0.0600. (5) The reactants are [C:1]([O:4][CH:5]1[CH2:9][CH2:8][CH2:7][C:6]1=[O:10])(=[O:3])[CH3:2].Br[Mg][C:13]#[CH:14]. The catalyst is C1COCC1. The product is [C:1]([O:4][CH:5]1[CH2:9][CH2:8][CH2:7][C:6]1([C:13]#[CH:14])[OH:10])(=[O:3])[CH3:2]. The yield is 0.720. (6) The reactants are I[C:2]1[CH:7]=[CH:6][C:5]([C:8]2[N:9]([C:19]3[CH:20]=[CH:21][C:22]([CH3:25])=[N:23][CH:24]=3)[CH:10]=[C:11]([C:13]3[S:14][CH:15]=[C:16]([CH3:18])[N:17]=3)[N:12]=2)=[CH:4][CH:3]=1.[NH2:26][C:27]1[C:32]([N+:33]([O-:35])=[O:34])=[CH:31][CH:30]=[CH:29][N:28]=1.C([O-])([O-])=O.[Cs+].[Cs+]. The catalyst is C1C=CC(/C=C/C(/C=C/C2C=CC=CC=2)=O)=CC=1.C1C=CC(/C=C/C(/C=C/C2C=CC=CC=2)=O)=CC=1.C1C=CC(/C=C/C(/C=C/C2C=CC=CC=2)=O)=CC=1.[Pd].[Pd].C1(P(C2C=CC=CC=2)C2C3OC4C(=CC=CC=4P(C4C=CC=CC=4)C4C=CC=CC=4)C(C)(C)C=3C=CC=2)C=CC=CC=1.O1CCOCC1. The product is [CH3:25][C:22]1[N:23]=[CH:24][C:19]([N:9]2[CH:10]=[C:11]([C:13]3[S:14][CH:15]=[C:16]([CH3:18])[N:17]=3)[N:12]=[C:8]2[C:5]2[CH:6]=[CH:7][C:2]([NH:26][C:27]3[C:32]([N+:33]([O-:35])=[O:34])=[CH:31][CH:30]=[CH:29][N:28]=3)=[CH:3][CH:4]=2)=[CH:20][CH:21]=1. The yield is 0.950.